From a dataset of Forward reaction prediction with 1.9M reactions from USPTO patents (1976-2016). Predict the product of the given reaction. (1) Given the reactants [NH:1]1[C:9]2[C:4](=[CH:5][CH:6]=[CH:7][CH:8]=2)[CH:3]=[CH:2]1.[OH-].[Na+], predict the reaction product. The product is: [NH2:1][CH2:2][CH2:3][CH2:4][C:2]1[NH:1][C:9]2[C:4]([CH:3]=1)=[CH:5][CH:6]=[CH:7][CH:8]=2. (2) Given the reactants [C:1]([O:5][C:6]([NH:8][C@@H:9]([CH2:14][CH:15]=[CH2:16])[C:10]([O:12][CH3:13])=[O:11])=[O:7])([CH3:4])([CH3:3])[CH3:2].[CH2:17]([C:21](C)=[O:22])C=CC, predict the reaction product. The product is: [C:1]([O:5][C:6]([NH:8][C@@H:9]([CH2:14]/[CH:15]=[CH:16]/[C:21](=[O:22])[CH3:17])[C:10]([O:12][CH3:13])=[O:11])=[O:7])([CH3:4])([CH3:3])[CH3:2]. (3) Given the reactants [Cl:1][C:2]1[CH:3]=[C:4]2[C:8](=[CH:9][C:10]=1[F:11])[NH:7][C:6](=[O:12])[C:5]2([CH2:15][CH2:16][CH2:17][CH2:18]Cl)[CH2:13][CH3:14].[Cl:20][C:21]1[CH:22]=[C:23]([N:27]2[CH2:32][CH2:31][NH:30][CH2:29][CH2:28]2)[CH:24]=[CH:25][CH:26]=1, predict the reaction product. The product is: [ClH:1].[Cl:1][C:2]1[CH:3]=[C:4]2[C:8](=[CH:9][C:10]=1[F:11])[NH:7][C:6](=[O:12])[C:5]2([CH2:15][CH2:16][CH2:17][CH2:18][N:30]1[CH2:29][CH2:28][N:27]([C:23]2[CH:24]=[CH:25][CH:26]=[C:21]([Cl:20])[CH:22]=2)[CH2:32][CH2:31]1)[CH2:13][CH3:14]. (4) The product is: [C:1]([C:5]1[CH:10]=[CH:9][C:8]([S:11]([NH:14][C:15]2[N:19]([C:20]3[CH:29]=[CH:28][CH:27]=[C:26]4[C:21]=3[CH:22]=[CH:23][CH:24]=[N:25]4)[N:18]=[C:17]([CH2:30][C:31]#[N:33])[CH:16]=2)(=[O:13])=[O:12])=[CH:7][CH:6]=1)([CH3:4])([CH3:2])[CH3:3]. Given the reactants [C:1]([C:5]1[CH:10]=[CH:9][C:8]([S:11]([NH:14][C:15]2[N:19]([C:20]3[CH:29]=[CH:28][CH:27]=[C:26]4[C:21]=3[CH:22]=[CH:23][CH:24]=[N:25]4)[N:18]=[C:17]([CH2:30][C:31]([NH2:33])=O)[CH:16]=2)(=[O:13])=[O:12])=[CH:7][CH:6]=1)([CH3:4])([CH3:3])[CH3:2].[Cl-].[P+3]=O.[Cl-].[Cl-], predict the reaction product. (5) Given the reactants [CH3:1][C:2]1[N:6]2[CH:7]=[C:8]([N+:11]([O-])=O)[CH:9]=[CH:10][C:5]2=[N:4][CH:3]=1.[F:14][C:15]([F:32])([F:31])[C:16]1[CH:21]=[CH:20][C:19]([C:22]2[CH:27]=[CH:26][C:25]([C:28](O)=[O:29])=[CH:24][CH:23]=2)=[CH:18][CH:17]=1, predict the reaction product. The product is: [CH3:1][C:2]1[N:6]2[CH:7]=[C:8]([NH:11][C:28]([C:25]3[CH:24]=[CH:23][C:22]([C:19]4[CH:20]=[CH:21][C:16]([C:15]([F:14])([F:31])[F:32])=[CH:17][CH:18]=4)=[CH:27][CH:26]=3)=[O:29])[CH:9]=[CH:10][C:5]2=[N:4][CH:3]=1. (6) Given the reactants [C:1]1(=O)[C:10]2[C:5](=[CH:6][CH:7]=[CH:8][CH:9]=2)[C:4]2([CH2:12][CH2:11]2)[C:3](=O)[NH:2]1.B.CO, predict the reaction product. The product is: [CH2:1]1[C:10]2[C:5](=[CH:6][CH:7]=[CH:8][CH:9]=2)[C:4]2([CH2:12][CH2:11]2)[CH2:3][NH:2]1.